This data is from Peptide-MHC class I binding affinity with 185,985 pairs from IEDB/IMGT. The task is: Regression. Given a peptide amino acid sequence and an MHC pseudo amino acid sequence, predict their binding affinity value. This is MHC class I binding data. The peptide sequence is MLVYCFLGY. The MHC is HLA-A68:01 with pseudo-sequence HLA-A68:01. The binding affinity (normalized) is 0.349.